From a dataset of Reaction yield outcomes from USPTO patents with 853,638 reactions. Predict the reaction yield, written as a fraction of the theoretical maximum amount of product (1.0 means a 100% yield; for example, 0.34 means a 34% yield). (1) The reactants are [CH3:1][C:2]1[N:7]=[CH:6][C:5]([CH:8]=[O:9])=[CH:4][N:3]=1.[CH2:10](O)[CH2:11][CH2:12][OH:13].O. The catalyst is C1(C)C=CC=CC=1.C1COCC1.C1(C)C=CC(S(O)(=O)=O)=CC=1. The product is [O:9]1[CH2:10][CH2:11][CH2:12][O:13][CH:8]1[C:5]1[CH:4]=[N:3][C:2]([CH3:1])=[N:7][CH:6]=1. The yield is 0.520. (2) The reactants are [C:1]([OH:7])(=[O:6])/[C:2](=[CH:4]\[CH3:5])/[CH3:3].C(N(C(C)C)CC)(C)C.[Cl:17][C:18]1[CH:26]=[C:25]([Cl:27])[CH:24]=[C:23]([Cl:28])[C:19]=1[C:20](Cl)=[O:21]. The catalyst is ClCCl. The product is [CH3:3]/[C:2](=[CH:4]/[CH3:5])/[C:1]([O:7][C:20](=[O:21])[C:19]1[C:23]([Cl:28])=[CH:24][C:25]([Cl:27])=[CH:26][C:18]=1[Cl:17])=[O:6]. The yield is 0.330.